This data is from Catalyst prediction with 721,799 reactions and 888 catalyst types from USPTO. The task is: Predict which catalyst facilitates the given reaction. (1) Reactant: [C:1]([O:5][C:6]([NH:8][CH2:9][C:10]1[S:11][CH:12]=[C:13]([C:15]([NH:17][C:18]([CH3:23])([CH3:22])[C:19]([OH:21])=O)=[O:16])[N:14]=1)=[O:7])([CH3:4])([CH3:3])[CH3:2].C(N(C(C)C)CC)(C)C.[NH2:33][C@@H:34]([CH:49]([CH3:51])[CH3:50])[C:35]([O:37][C@H:38]([CH:47]=[CH2:48])[CH2:39][C:40]([O:42][C:43]([CH3:46])([CH3:45])[CH3:44])=[O:41])=[O:36].O. Product: [C:1]([O:5][C:6]([NH:8][CH2:9][C:10]1[S:11][CH:12]=[C:13]([C:15]([NH:17][C:18]([CH3:23])([CH3:22])[C:19]([NH:33][C@@H:34]([CH:49]([CH3:51])[CH3:50])[C:35]([O:37][C@H:38]([CH:47]=[CH2:48])[CH2:39][C:40]([O:42][C:43]([CH3:44])([CH3:45])[CH3:46])=[O:41])=[O:36])=[O:21])=[O:16])[N:14]=1)=[O:7])([CH3:2])([CH3:3])[CH3:4]. The catalyst class is: 508. (2) The catalyst class is: 3. Reactant: [CH2:1]([CH:3]1[N:12]2[C:7](=[CH:8][C:9](=[O:18])[C:10]([C:13]([O:15][CH2:16][CH3:17])=[O:14])=[CH:11]2)[C:6]2[CH:19]=[C:20]([O:24][CH3:25])[C:21]([OH:23])=[CH:22][C:5]=2[CH2:4]1)[CH3:2].CC1C=CC(S(O[CH2:37][CH2:38][N:39]2[CH2:43][CH2:42][CH2:41][C:40]2=[O:44])(=O)=O)=CC=1.C([O-])([O-])=O.[K+].[K+]. Product: [CH2:1]([CH:3]1[N:12]2[C:7](=[CH:8][C:9](=[O:18])[C:10]([C:13]([O:15][CH2:16][CH3:17])=[O:14])=[CH:11]2)[C:6]2[CH:19]=[C:20]([O:24][CH3:25])[C:21]([O:23][CH2:37][CH2:38][N:39]3[CH2:43][CH2:42][CH2:41][C:40]3=[O:44])=[CH:22][C:5]=2[CH2:4]1)[CH3:2]. (3) Reactant: [Cl:1][C:2]1[CH:3]=[N+:4]([O-:22])[CH:5]=[C:6]([Cl:21])[C:7]=1[CH2:8][C@@H:9]([C:11]1[CH:16]=[CH:15][C:14]([O:17][CH3:18])=[C:13]([O:19][CH3:20])[CH:12]=1)[OH:10].[CH:23]([C:25]1[CH:26]=[C:27]([CH:31]=[CH:32][CH:33]=1)[C:28](O)=[O:29])=[O:24].Cl.CN(C)CCCN=C=NCC. Product: [Cl:21][C:6]1[CH:5]=[N+:4]([O-:22])[CH:3]=[C:2]([Cl:1])[C:7]=1[CH2:8][C@@H:9]([C:11]1[CH:16]=[CH:15][C:14]([O:17][CH3:18])=[C:13]([O:19][CH3:20])[CH:12]=1)[O:10][C:28](=[O:29])[C:27]1[CH:31]=[CH:32][CH:33]=[C:25]([CH:23]=[O:24])[CH:26]=1. The catalyst class is: 143. (4) The catalyst class is: 39. Reactant: CCN(C(C)C)C(C)C.Cl.[Cl:11][C:12]1[CH:13]=[CH:14][C:15]([S:20]([CH2:23][CH3:24])(=[O:22])=[O:21])=[C:16]([CH:19]=1)[CH2:17][NH2:18].[Br:25][C:26]1[CH:34]=[CH:33][C:29]([C:30](O)=[O:31])=[CH:28][C:27]=1[C:35]([F:38])([F:37])[F:36].C1C=CC2N(O)N=NC=2C=1. Product: [Br:25][C:26]1[CH:34]=[CH:33][C:29]([C:30]([NH:18][CH2:17][C:16]2[CH:19]=[C:12]([Cl:11])[CH:13]=[CH:14][C:15]=2[S:20]([CH2:23][CH3:24])(=[O:22])=[O:21])=[O:31])=[CH:28][C:27]=1[C:35]([F:36])([F:37])[F:38].